From a dataset of Peptide-MHC class II binding affinity with 134,281 pairs from IEDB. Regression. Given a peptide amino acid sequence and an MHC pseudo amino acid sequence, predict their binding affinity value. This is MHC class II binding data. (1) The peptide sequence is IEFGTNISKEHDGEC. The MHC is HLA-DQA10102-DQB10602 with pseudo-sequence HLA-DQA10102-DQB10602. The binding affinity (normalized) is 0.230. (2) The binding affinity (normalized) is 0.767. The peptide sequence is SQDLELSWNLNILQAY. The MHC is HLA-DQA10101-DQB10501 with pseudo-sequence HLA-DQA10101-DQB10501. (3) The peptide sequence is FTNFKVAYSKSLKEL. The MHC is DRB1_0404 with pseudo-sequence DRB1_0404. The binding affinity (normalized) is 0.776. (4) The peptide sequence is GHGCAQPAMERRKHI. The MHC is HLA-DPA10301-DPB10402 with pseudo-sequence HLA-DPA10301-DPB10402. The binding affinity (normalized) is 0.182. (5) The peptide sequence is HGSEEWEPLTKKGNVWEVKS. The MHC is DRB1_0901 with pseudo-sequence DRB1_0901. The binding affinity (normalized) is 0.252. (6) The peptide sequence is IGRIAETILGYNPSA. The MHC is DRB1_0901 with pseudo-sequence DRB1_0901. The binding affinity (normalized) is 0.546.